From a dataset of Reaction yield outcomes from USPTO patents with 853,638 reactions. Predict the reaction yield, written as a fraction of the theoretical maximum amount of product (1.0 means a 100% yield; for example, 0.34 means a 34% yield). The reactants are C([CH2:3][CH2:4][O:5][P:6]([O-:9])([O-:8])=O)#N.[NH+:10]1[CH:15]=[CH:14][CH:13]=[CH:12][CH:11]=1.[NH+]1[CH:21]=[CH:20][CH:19]=[CH:18][CH:17]=1.[CH:31]1(N=C=N[CH:31]2[CH2:36][CH2:35][CH2:34][CH2:33][CH2:32]2)[CH2:36][CH2:35][CH2:34][CH2:33][CH2:32]1.[OH2:37]. The catalyst is N1C=CC=CC=1. The product is [C:15]([NH:10][CH2:3][CH2:4][O:5][P:6](=[O:8])=[O:9])(=[O:37])[CH2:14][CH2:13][CH2:12]/[CH:11]=[CH:17]\[CH2:18][CH:19]=[CH:20][CH2:21][CH:11]=[CH:12][CH2:13][CH:14]=[CH:32][CH2:33][CH2:34][CH2:35][CH2:36][CH3:31]. The yield is 0.410.